Task: Predict the reactants needed to synthesize the given product.. Dataset: Full USPTO retrosynthesis dataset with 1.9M reactions from patents (1976-2016) Given the product [F:38][C:36]([F:37])([F:39])[C:33]1[CH:34]=[CH:35][C:30]([O:29][C:26]2[CH:27]=[CH:28][C:23]([O:22][C:20]([N:1]3[CH2:6][CH2:5][CH:4]([CH2:7][CH2:8][CH2:9][CH:10]4[CH2:11][CH2:12][N:13]([CH2:16][CH2:17][OH:18])[CH2:14][CH2:15]4)[CH2:3][CH2:2]3)=[O:21])=[CH:24][CH:25]=2)=[N:31][CH:32]=1, predict the reactants needed to synthesize it. The reactants are: [NH:1]1[CH2:6][CH2:5][CH:4]([CH2:7][CH2:8][CH2:9][CH:10]2[CH2:15][CH2:14][N:13]([CH2:16][CH2:17][OH:18])[CH2:12][CH2:11]2)[CH2:3][CH2:2]1.Cl[C:20]([O:22][C:23]1[CH:28]=[CH:27][C:26]([O:29][C:30]2[CH:35]=[CH:34][C:33]([C:36]([F:39])([F:38])[F:37])=[CH:32][N:31]=2)=[CH:25][CH:24]=1)=[O:21].